Dataset: Forward reaction prediction with 1.9M reactions from USPTO patents (1976-2016). Task: Predict the product of the given reaction. (1) Given the reactants [Br:1][CH2:2][C:3]1[CH:8]=[CH:7][C:6]([CH2:9][C:10]([OH:12])=O)=[CH:5][CH:4]=1.C1CC[CH:16]([N:19]=C=[N:19][CH:16]2CCC[CH2:14][CH2:15]2)[CH2:15][CH2:14]1.C([O-])([O-])=O.[K+].[K+].C(N)C#C, predict the reaction product. The product is: [Br:1][CH2:2][C:3]1[CH:4]=[CH:5][C:6]([CH2:9][C:10]([NH:19][CH2:16][C:15]#[CH:14])=[O:12])=[CH:7][CH:8]=1. (2) Given the reactants BrC[B-](F)(F)F.[K+].[NH:8]1[CH2:13][CH2:12][CH2:11][CH2:10][CH2:9]1.Br[C:15]1[CH:40]=[CH:39][C:18]([C:19]([N:21]2[CH2:26][CH2:25][C:24]([CH2:28][N:29]3[C:34](=[O:35])[C:33]4=[CH:36][CH:37]=[CH:38][N:32]4[N:31]=[CH:30]3)([OH:27])[CH2:23][CH2:22]2)=[O:20])=[C:17]([Cl:41])[CH:16]=1.[C:42](=O)([O-])[O-].[Cs+].[Cs+].C1(P(C2CCCCC2)C2C(OC)=CC=C(OC)C=2C2C(C(C)C)=CC(C(C)C)=CC=2C(C)C)CCCCC1, predict the reaction product. The product is: [Cl:41][C:17]1[CH:16]=[C:15]([CH2:42][N:8]2[CH2:13][CH2:12][CH2:11][CH2:10][CH2:9]2)[CH:40]=[CH:39][C:18]=1[C:19]([N:21]1[CH2:26][CH2:25][C:24]([CH2:28][N:29]2[C:34](=[O:35])[C:33]3=[CH:36][CH:37]=[CH:38][N:32]3[N:31]=[CH:30]2)([OH:27])[CH2:23][CH2:22]1)=[O:20]. (3) Given the reactants [CH:1]12[CH2:8][CH:5]([CH2:6][CH2:7]1)[C:4](=[O:9])[CH2:3][C:2]2=[O:10].C(N(CC)CC)C.[CH3:18][S:19]([C:22]1[CH:30]=[CH:29][C:25]([C:26](Cl)=[O:27])=[C:24]([CH3:31])[C:23]=1[CH2:32][O:33][CH3:34])(=[O:21])=[O:20], predict the reaction product. The product is: [O:9]=[C:4]1[CH:5]2[CH2:8][CH:1]([CH2:7][CH2:6]2)[C:2]([O:10][C:26](=[O:27])[C:25]2[CH:29]=[CH:30][C:22]([S:19]([CH3:18])(=[O:21])=[O:20])=[C:23]([CH2:32][O:33][CH3:34])[C:24]=2[CH3:31])=[CH:3]1. (4) Given the reactants [CH2:1]([C:3]1[N:7]([CH2:8][CH2:9][CH2:10][CH3:11])[N:6]=[C:5]([C:12]([O:14]CC)=O)[CH:4]=1)[CH3:2].CO.[OH-].[NH4+:20], predict the reaction product. The product is: [CH2:1]([C:3]1[N:7]([CH2:8][CH2:9][CH2:10][CH3:11])[N:6]=[C:5]([C:12]([NH2:20])=[O:14])[CH:4]=1)[CH3:2]. (5) Given the reactants [H-].[Al+3].[Li+].[H-].[H-].[H-].[F:7][C:8]1([F:15])[CH2:13][CH2:12][C:11](=[O:14])[CH2:10][CH2:9]1.O.[OH-].[Na+], predict the reaction product. The product is: [F:7][C:8]1([F:15])[CH2:13][CH2:12][CH:11]([OH:14])[CH2:10][CH2:9]1. (6) Given the reactants [C:1]([O:4][C:5]1[C:6]([C:15]([OH:17])=O)=[CH:7][C:8]2[C:13]([CH:14]=1)=[CH:12][CH:11]=[CH:10][CH:9]=2)(=[O:3])[CH3:2].[CH3:18][O:19][C:20]1[C:25]([C:26]2[CH:31]=[CH:30][C:29]([N+:32]([O-:34])=[O:33])=[CH:28][CH:27]=2)=[CH:24][C:23]([CH2:35][CH2:36][NH2:37])=[CH:22][CH:21]=1, predict the reaction product. The product is: [CH3:18][O:19][C:20]1[C:25]([C:26]2[CH:31]=[CH:30][C:29]([N+:32]([O-:34])=[O:33])=[CH:28][CH:27]=2)=[CH:24][C:23]([CH2:35][CH2:36][NH:37][C:15]([C:6]2[C:5]([O:4][C:1](=[O:3])[CH3:2])=[CH:14][C:13]3[C:8]([CH:7]=2)=[CH:9][CH:10]=[CH:11][CH:12]=3)=[O:17])=[CH:22][CH:21]=1. (7) Given the reactants Cl.Cl.[O:3]1[C:8]2=[CH:9][CH:10]=[CH:11][C:7]2=[CH:6][C:5]([CH:12]2[CH2:17][CH2:16][CH2:15][CH2:14][N:13]2[CH2:18][CH2:19][C@H:20]2[CH2:25][CH2:24][C@H:23]([NH2:26])[CH2:22][CH2:21]2)=[CH:4]1.[CH3:27][O:28][CH:29]([O:35][CH3:36])[CH2:30][C:31](OC)=[O:32], predict the reaction product. The product is: [O:3]1[C:8]2=[CH:9][CH:10]=[CH:11][C:7]2=[CH:6][C:5]([CH:12]2[CH2:17][CH2:16][CH2:15][CH2:14][N:13]2[CH2:18][CH2:19][C@H:20]2[CH2:21][CH2:22][C@H:23]([NH:26][C:31](=[O:32])[CH2:30][CH:29]([O:35][CH3:36])[O:28][CH3:27])[CH2:24][CH2:25]2)=[CH:4]1. (8) Given the reactants CCCCCC[CH2:7][CH2:8][CH2:9][CH2:10][CH2:11][CH2:12][CH3:13].CO[C:16]1[CH:17]=[C:18]2[C:23](=[CH:24][CH:25]=1)[CH2:22][CH2:21][CH2:20][CH2:19]2.C1(C)C(C2C(C)=CC=CC=2)=CC=CC=1, predict the reaction product. The product is: [CH3:13][C:12]1[CH:7]=[CH:8][C:9]([C:16]2[CH:17]=[C:18]3[C:23](=[CH:24][CH:25]=2)[CH2:22][CH2:21][CH2:20][CH2:19]3)=[CH:10][CH:11]=1.